This data is from Experimentally validated miRNA-target interactions with 360,000+ pairs, plus equal number of negative samples. The task is: Binary Classification. Given a miRNA mature sequence and a target amino acid sequence, predict their likelihood of interaction. The miRNA is hsa-miR-373-5p with sequence ACUCAAAAUGGGGGCGCUUUCC. The protein sequence of the target gene is MSVVGIDLGFLNCYIAVARSGGIETIANEYSDRCTPACISLGSRTRAIGNAAKSQIVTNVRNTIHGFKKLHGRSFDDPIVQTERIRLPYELQKMPNGSTGVKVRYLEEERPFAIEQVTGMLLAKLKETSENALKKPVADCVISIPSFFTDAERRSVMAAAQVAGLNCLRLMNETTAVALAYGIYKQDLPSLDEKPRNVVFIDMGHSAYQVSVCAFNKGKLKVLATTFDPYLGGRNFDEALVDYFCDEFKTKYKINVKENSRALLRLYQECEKLKKLMSANASDLPLNIECFMNDLDVSSK.... Result: 0 (no interaction).